From a dataset of Full USPTO retrosynthesis dataset with 1.9M reactions from patents (1976-2016). Predict the reactants needed to synthesize the given product. (1) Given the product [CH2:11]([C:5]1[CH:6]=[C:7]([CH2:9][CH3:10])[CH:8]=[C:3]([CH2:1][CH3:2])[C:4]=1[CH2:17][Br:15])[CH3:12], predict the reactants needed to synthesize it. The reactants are: [CH2:1]([C:3]1[CH:8]=[C:7]([CH2:9][CH3:10])[CH:6]=[C:5]([CH2:11][CH3:12])[CH:4]=1)[CH3:2].C=O.[BrH:15].O.[C:17](O)(=O)C. (2) Given the product [CH2:38]([O:40][C:41](=[O:50])[CH2:42][N:43]1[CH2:49][CH2:48][CH2:47][N:46]([C:32]([N:12]2[C@@:13]([C:25]3[CH:26]=[CH:27][C:28]([Cl:31])=[CH:29][CH:30]=3)([CH3:24])[C@@:14]([C:17]3[CH:18]=[CH:19][C:20]([Cl:23])=[CH:21][CH:22]=3)([CH3:16])[N:15]=[C:11]2[C:8]2[CH:9]=[N:10][C:5]([C:1]([CH3:4])([CH3:2])[CH3:3])=[CH:6][C:7]=2[O:35][CH2:36][CH3:37])=[O:33])[CH2:45][CH2:44]1)[CH3:39], predict the reactants needed to synthesize it. The reactants are: [C:1]([C:5]1[N:10]=[CH:9][C:8]([C:11]2[N:12]([C:32](Cl)=[O:33])[C@@:13]([C:25]3[CH:30]=[CH:29][C:28]([Cl:31])=[CH:27][CH:26]=3)([CH3:24])[C@@:14]([C:17]3[CH:22]=[CH:21][C:20]([Cl:23])=[CH:19][CH:18]=3)([CH3:16])[N:15]=2)=[C:7]([O:35][CH2:36][CH3:37])[CH:6]=1)([CH3:4])([CH3:3])[CH3:2].[CH2:38]([O:40][C:41](=[O:50])[CH2:42][N:43]1[CH2:49][CH2:48][CH2:47][NH:46][CH2:45][CH2:44]1)[CH3:39]. (3) The reactants are: [C:1]([O:5][C:6]([NH:8][C@H:9]1[C:14](=[O:15])[O:13][C:11](=[O:12])[CH2:10]1)=[O:7])([CH3:4])([CH3:3])[CH3:2].[BH4-].[Na+:17].C(O)(=O)C.CO. Given the product [C:1]([O:5][C:6]([NH:8][C@@H:9]([CH2:14][OH:15])[CH2:10][C:11]([O-:13])=[O:12])=[O:7])([CH3:3])([CH3:4])[CH3:2].[Na+:17], predict the reactants needed to synthesize it. (4) Given the product [Cl:12][C:10]1[S:11][C:6]2[CH:5]=[C:4]([C:1](=[O:3])[NH:42][CH2:41][CH2:40][C:35]3[CH:36]=[CH:37][CH:38]=[CH:39][C:34]=3[O:33][CH3:32])[NH:8][C:7]=2[CH:9]=1, predict the reactants needed to synthesize it. The reactants are: [C:1]([C:4]1[NH:8][C:7]2[CH:9]=[C:10]([Cl:12])[S:11][C:6]=2[CH:5]=1)([OH:3])=O.C1C=CC2N(O)N=NC=2C=1.CCN(C(C)C)C(C)C.[CH3:32][O:33][C:34]1[CH:39]=[CH:38][CH:37]=[CH:36][C:35]=1[CH2:40][CH2:41][NH2:42].CCN=C=NCCCN(C)C. (5) Given the product [CH:28]1([C:26]([NH:25][C:23]2[N:24]=[C:19]3[CH:18]=[CH:17][C:16]([O:15][C:14]4[CH:31]=[CH:32][C:33]([CH3:34])=[C:12]([NH:11][C:7]([C:6]5[CH:5]=[C:4]([CH3:10])[O:3][C:2]=5[CH3:1])=[O:8])[CH:13]=4)=[CH:21][N:20]3[N:22]=2)=[O:27])[CH2:29][CH2:30]1, predict the reactants needed to synthesize it. The reactants are: [CH3:1][C:2]1[O:3][C:4]([CH3:10])=[CH:5][C:6]=1[C:7](Cl)=[O:8].[NH2:11][C:12]1[CH:13]=[C:14]([CH:31]=[CH:32][C:33]=1[CH3:34])[O:15][C:16]1[CH:17]=[CH:18][C:19]2[N:20]([N:22]=[C:23]([NH:25][C:26]([CH:28]3[CH2:30][CH2:29]3)=[O:27])[N:24]=2)[CH:21]=1.